From a dataset of Cav3 T-type calcium channel HTS with 100,875 compounds. Binary Classification. Given a drug SMILES string, predict its activity (active/inactive) in a high-throughput screening assay against a specified biological target. (1) The compound is OC1=C(C(N(CCc2c3c([nH]c2)cccc3)C1=O)c1cc(OC)ccc1)C(=O)C. The result is 0 (inactive). (2) The compound is O1C(CCC1)CNc1nc(nc2n(nnc12)Cc1ccccc1)C. The result is 0 (inactive). (3) The drug is S(=O)(=O)(NC(Cc1ccccc1)C(=O)NCc1occc1)c1c2nsnc2ccc1. The result is 0 (inactive). (4) The compound is Clc1nc(nc(Sc2ccc(cc2)C)c1)N. The result is 0 (inactive). (5) The molecule is S(=O)(=O)(N1CCC(CC1)C)c1ccc(S(=O)(=O)NCCc2cc(ccc2)C)cc1. The result is 0 (inactive). (6) The molecule is O(C(=O)C(c1c([N+]([O-])=O)cccc1)C(OC)=O)C. The result is 0 (inactive). (7) The drug is s1c2c(n(c(C(=O)N3CCN(CC3)c3c(ccc(c3)C)C)c2)C)cc1. The result is 0 (inactive). (8) The molecule is S(=O)(=O)(Nc1cc2OCCOc2cc1)c1ccc(OCC(OCC)=O)cc1. The result is 0 (inactive). (9) The molecule is o1c2c(n3Cc4c(c3nc2=O)cccc4)c2c1cccc2. The result is 0 (inactive). (10) The drug is Clc1ccc(NC(=O)c2c(cc(oc2C)=O)C)nc1. The result is 0 (inactive).